Task: Predict the product of the given reaction.. Dataset: Forward reaction prediction with 1.9M reactions from USPTO patents (1976-2016) (1) Given the reactants Br[C:2]1[N:7]=[CH:6][C:5]([C:8]([N:10]2[CH2:15][CH2:14][N:13]([C:16]3[C:23]([CH3:24])=[CH:22][C:19]([C:20]#[N:21])=[CH:18][N:17]=3)[CH2:12][CH2:11]2)=[O:9])=[CH:4][CH:3]=1.[CH3:25][C:26]1([CH3:32])[O:30][C:29](=[O:31])[NH:28][CH2:27]1, predict the reaction product. The product is: [C:20]([C:19]1[CH:22]=[C:23]([CH3:24])[C:16]([N:13]2[CH2:14][CH2:15][N:10]([C:8]([C:5]3[CH:4]=[CH:3][C:2]([N:28]4[CH2:27][C:26]([CH3:32])([CH3:25])[O:30][C:29]4=[O:31])=[N:7][CH:6]=3)=[O:9])[CH2:11][CH2:12]2)=[N:17][CH:18]=1)#[N:21]. (2) Given the reactants C1(S(CC2C(C(OCC)=O)=C(OC)C(CC)=CC=2)=[O:8])C=CC=CC=1.[O:25]1[CH:29]=[CH:28][C:27]([C:30]2[C:31]([O:51][CH3:52])=[C:32]([C:40]([CH2:43][S:44][C:45]3[CH:50]=[CH:49][CH:48]=[CH:47][CH:46]=3)=[CH:41][CH:42]=2)[C:33]([O:35][C:36]([CH3:39])([CH3:38])[CH3:37])=[O:34])=[CH:26]1, predict the reaction product. The product is: [C:45]1([S:44]([CH2:43][C:40]2[C:32]([C:33]([O:35][C:36]([CH3:39])([CH3:38])[CH3:37])=[O:34])=[C:31]([O:51][CH3:52])[C:30]([C:27]3[CH:28]=[CH:29][O:25][CH:26]=3)=[CH:42][CH:41]=2)=[O:8])[CH:50]=[CH:49][CH:48]=[CH:47][CH:46]=1. (3) Given the reactants [CH3:1][C:2]1[CH:3]=[C:4]([CH:18]=[CH:19][C:20]=1[CH3:21])[C:5]([C:7]1[C:16](=[O:17])[C:15]2[C:10](=[CH:11][CH:12]=[CH:13][CH:14]=2)[NH:9][CH:8]=1)=[O:6].[H-].[Na+].Br[CH2:25][C:26]1[N:31]=[C:30]([C:32]#[N:33])[CH:29]=[CH:28][CH:27]=1, predict the reaction product. The product is: [CH3:1][C:2]1[CH:3]=[C:4]([CH:18]=[CH:19][C:20]=1[CH3:21])[C:5]([C:7]1[C:16](=[O:17])[C:15]2[C:10](=[CH:11][CH:12]=[CH:13][CH:14]=2)[N:9]([CH2:25][C:26]2[N:31]=[C:30]([C:32]#[N:33])[CH:29]=[CH:28][CH:27]=2)[CH:8]=1)=[O:6]. (4) Given the reactants [O:1]1[C:5]2[CH:6]=[CH:7][C:8](B(O)O)=[CH:9][C:4]=2[O:3][CH2:2]1.Br[C:14]1[CH:15]=[N:16][C:17]([N:20]2[CH:26]3[CH2:27][CH2:28][N:23]([CH2:24][CH2:25]3)[CH2:22][CH2:21]2)=[N:18][CH:19]=1, predict the reaction product. The product is: [O:1]1[C:5]2[CH:6]=[CH:7][C:8]([C:14]3[CH:19]=[N:18][C:17]([N:20]4[CH:26]5[CH2:27][CH2:28][N:23]([CH2:24][CH2:25]5)[CH2:22][CH2:21]4)=[N:16][CH:15]=3)=[CH:9][C:4]=2[O:3][CH2:2]1. (5) Given the reactants [F:1][C:2]1[CH:9]=[C:8]([OH:10])[CH:7]=[C:6]([F:11])[C:3]=1[CH:4]=[O:5].BrCC[CH2:15][C:16]([O-:18])=[O:17].CN(C)C=O.[C:24](#N)[CH3:25], predict the reaction product. The product is: [F:1][C:2]1[CH:9]=[C:8]([CH:7]=[C:6]([F:11])[C:3]=1[CH:4]=[O:5])[O:10][CH2:24][CH2:25][O:18][C:16](=[O:17])[CH3:15]. (6) Given the reactants C(N1C=CN=C1)(N1C=CN=C1)=O.[NH2:13][C:14]1[C:22]([Br:23])=[CH:21][CH:20]=[CH:19][C:15]=1[C:16]([OH:18])=O.[CH3:24][O:25][CH2:26][CH2:27][NH2:28], predict the reaction product. The product is: [NH2:13][C:14]1[C:22]([Br:23])=[CH:21][CH:20]=[CH:19][C:15]=1[C:16]([NH:28][CH2:27][CH2:26][O:25][CH3:24])=[O:18]. (7) The product is: [OH:47][NH:46][C:4](=[O:3])[CH2:5][CH2:6][CH2:7][CH2:8][CH2:9][C:34]([C:25]1[CH:26]=[CH:27][C:28]2[C:33](=[CH:32][CH:31]=[CH:30][CH:29]=2)[CH:24]=1)=[O:35]. Given the reactants C([O:3][C:4](=O)[CH2:5][CH2:6][CH2:7][CH2:8][CH2:9]I)C.C(OC(=O)CCCCCCI)C.[CH:24]1[C:33]2[C:28](=[CH:29][CH:30]=[CH:31][CH:32]=2)[CH:27]=[CH:26][C:25]=1[C:34](Cl)=[O:35].C(Cl)(=O)C1C=CC=CC=1.[NH2:46][OH:47].Cl, predict the reaction product. (8) Given the reactants [CH2:1]([O:3][C:4](=[O:25])[C:5](=[CH:11][C:12]1[CH:17]=[CH:16][C:15]([N:18]2[CH2:23][CH2:22][C:21](=O)[CH2:20][CH2:19]2)=[CH:14][CH:13]=1)[C:6]([O:8][CH2:9][CH3:10])=[O:7])[CH3:2].[NH2:26][CH2:27][CH:28]([C:30]1[CH:31]=[CH:32][C:33]([OH:41])=[C:34]([NH:36][S:37]([CH3:40])(=[O:39])=[O:38])[CH:35]=1)[OH:29], predict the reaction product. The product is: [CH2:1]([O:3][C:4](=[O:25])[C:5](=[CH:11][C:12]1[CH:17]=[CH:16][C:15]([N:18]2[CH2:19][CH2:20][CH:21]([NH:26][CH2:27][CH:28]([OH:29])[C:30]3[CH:31]=[CH:32][C:33]([OH:41])=[C:34]([NH:36][S:37]([CH3:40])(=[O:39])=[O:38])[CH:35]=3)[CH2:22][CH2:23]2)=[CH:14][CH:13]=1)[C:6]([O:8][CH2:9][CH3:10])=[O:7])[CH3:2].